The task is: Predict the reaction yield, written as a fraction of the theoretical maximum amount of product (1.0 means a 100% yield; for example, 0.34 means a 34% yield).. This data is from Reaction yield outcomes from USPTO patents with 853,638 reactions. (1) The product is [NH2:1][C:2]1[N:15]([CH2:16][CH3:17])[C:6]2[N:7]=[C:8]([NH:22][C:23]3[CH:28]=[CH:27][C:26]([OH:29])=[CH:25][CH:24]=3)[N:9]=[CH:10][C:5]=2[C:4](=[O:18])[C:3]=1[C:19]([NH2:21])=[O:20]. The reactants are [NH2:1][C:2]1[N:15]([CH2:16][CH3:17])[C:6]2[N:7]=[C:8](S(C)(=O)=O)[N:9]=[CH:10][C:5]=2[C:4](=[O:18])[C:3]=1[C:19]([NH2:21])=[O:20].[NH2:22][C:23]1[CH:28]=[CH:27][C:26]([OH:29])=[CH:25][CH:24]=1. The catalyst is CS(C)=O. The yield is 0.200. (2) The reactants are [CH2:1]([O:8][C:9]1[C:14]([CH2:15][C:16]([O:18]CC)=[O:17])=[CH:13][N:12]=[C:11]([N:21]2[CH:25]=[CH:24][CH:23]=[N:22]2)[N:10]=1)[C:2]1[CH:7]=[CH:6][CH:5]=[CH:4][CH:3]=1. The catalyst is O. The product is [CH2:1]([O:8][C:9]1[C:14]([CH2:15][C:16]([OH:18])=[O:17])=[CH:13][N:12]=[C:11]([N:21]2[CH:25]=[CH:24][CH:23]=[N:22]2)[N:10]=1)[C:2]1[CH:3]=[CH:4][CH:5]=[CH:6][CH:7]=1. The yield is 0.485. (3) The product is [CH3:1][Si:2]([CH3:20])([CH3:19])[CH2:3][CH2:4][S:5]([N:8]1[C:16]2[C:11](=[CH:12][C:13]([CH:17]=[O:18])=[CH:14][CH:15]=2)[CH:10]=[CH:9]1)(=[O:7])=[O:6]. The reactants are [CH3:1][Si:2]([CH3:20])([CH3:19])[CH2:3][CH2:4][S:5]([N:8]1[C:16]2[C:11](=[CH:12][C:13]([CH2:17][OH:18])=[CH:14][CH:15]=2)[CH:10]=[CH:9]1)(=[O:7])=[O:6]. The yield is 0.800. The catalyst is C(Cl)Cl.[O-2].[O-2].[Mn+4]. (4) The reactants are [I:1]NC(=O)CCC(N)=O.[CH3:10][O:11][C:12]1[CH:13]=[C:14]([CH2:20][CH2:21][NH2:22])[CH:15]=[CH:16][C:17]=1[O:18][CH3:19].FC(F)(F)C(O)=O. The catalyst is C(#N)C. The product is [I:1][C:15]1[CH:16]=[C:17]([O:18][CH3:19])[C:12]([O:11][CH3:10])=[CH:13][C:14]=1[CH2:20][CH2:21][NH2:22]. The yield is 0.810. (5) The reactants are [Br:1][C:2]1[CH:3]=[C:4]([CH:8]=[CH:9][C:10]=1[OH:11])[C:5]([OH:7])=[O:6].S(=O)(=O)(O)O.[OH-].[Na+].[CH3:19]O. No catalyst specified. The product is [Br:1][C:2]1[CH:3]=[C:4]([CH:8]=[CH:9][C:10]=1[OH:11])[C:5]([O:7][CH3:19])=[O:6]. The yield is 0.850. (6) The reactants are [Br:1][C:2]1[CH:3]=[C:4]([C:8]2([C:16]3[CH:21]=[CH:20][CH:19]=[C:18]([OH:22])[CH:17]=3)[NH:12][C:11](=[S:13])[N:10]([CH3:14])[C:9]2=[O:15])[CH:5]=[CH:6][CH:7]=1.[CH2:23]([S:26](Cl)(=[O:28])=[O:27])[CH2:24][CH3:25]. No catalyst specified. The product is [CH2:23]([S:26]([O:22][C:18]1[CH:19]=[CH:20][CH:21]=[C:16]([C:8]2([C:4]3[CH:5]=[CH:6][CH:7]=[C:2]([Br:1])[CH:3]=3)[C:9](=[O:15])[N:10]([CH3:14])[C:11](=[S:13])[NH:12]2)[CH:17]=1)(=[O:28])=[O:27])[CH2:24][CH3:25]. The yield is 0.940. (7) The catalyst is C1COCC1.CO. The reactants are [F:1][C:2]1[C:7]([O:8][CH3:9])=[CH:6][CH:5]=[C:4]([F:10])[C:3]=1[C:11]1[N:16]=[C:15]([C:17]([O:19]C)=[O:18])[CH:14]=[CH:13][C:12]=1[F:21].[OH-].[Na+].Cl. The yield is 0.680. The product is [F:1][C:2]1[C:7]([O:8][CH3:9])=[CH:6][CH:5]=[C:4]([F:10])[C:3]=1[C:11]1[N:16]=[C:15]([C:17]([OH:19])=[O:18])[CH:14]=[CH:13][C:12]=1[F:21]. (8) The reactants are C(=O)([O-])[O-].[K+].[K+].Cl.[N:8]1([C:14]2[C:18]3[CH:19]=[CH:20][CH:21]=[CH:22][C:17]=3[S:16][N:15]=2)[CH2:13][CH2:12][NH:11][CH2:10][CH2:9]1.S(C1C=CC(C)=CC=1)(O[CH2:27][CH2:28][C:29]1[CH:34]=[CH:33][CH:32]=[CH:31][C:30]=1[N+:35]([O-:37])=[O:36])(=O)=O.C1OCCOCCOCCOCCOCCOC1. The catalyst is CC(C)=O. The product is [N+:35]([C:30]1[CH:31]=[CH:32][CH:33]=[CH:34][C:29]=1[CH2:28][CH2:27][N:11]1[CH2:12][CH2:13][N:8]([C:14]2[C:18]3[CH:19]=[CH:20][CH:21]=[CH:22][C:17]=3[S:16][N:15]=2)[CH2:9][CH2:10]1)([O-:37])=[O:36]. The yield is 0.750. (9) The reactants are C(O[C:4](=[N:6][C:7](=O)[C:8]1[CH:13]=[CH:12][C:11]([Cl:14])=[CH:10][CH:9]=1)[CH3:5])C.Cl.[NH:17]([C:19]1[CH:24]=[CH:23][C:22]([S:25]([NH2:28])(=[O:27])=[O:26])=[CH:21][CH:20]=1)[NH2:18].C(N(CC)CC)C.O. The catalyst is ClCCl.CO. The product is [Cl:14][C:11]1[CH:10]=[CH:9][C:8]([C:7]2[N:17]([C:19]3[CH:20]=[CH:21][C:22]([S:25]([NH2:28])(=[O:27])=[O:26])=[CH:23][CH:24]=3)[N:18]=[C:4]([CH3:5])[N:6]=2)=[CH:13][CH:12]=1. The yield is 0.580. (10) The reactants are Br[C:2]1[N:7]=[C:6]2[C:8]([C:30]([NH:32][C:33]([CH3:36])([CH3:35])[CH3:34])=[O:31])=[CH:9][N:10](C(C3C=CC=CC=3)(C3C=CC=CC=3)C3C=CC=CC=3)[C:5]2=[N:4][CH:3]=1.N1[C:45]2[C:40](=[C:41](B(O)O)[CH:42]=[CH:43][CH:44]=2)[CH:39]=[N:38]1.[CH3:49][CH:50](C1C=C(C(C)C)C(C2C=CC=CC=2P(C2CCCCC2)C2CCCCC2)=C(C(C)C)C=1)C.C([O-])([O-])=O.[Na+].[Na+]. The catalyst is O1CCOCC1.O.C1C=CC([P]([Pd]([P](C2C=CC=CC=2)(C2C=CC=CC=2)C2C=CC=CC=2)([P](C2C=CC=CC=2)(C2C=CC=CC=2)C2C=CC=CC=2)[P](C2C=CC=CC=2)(C2C=CC=CC=2)C2C=CC=CC=2)(C2C=CC=CC=2)C2C=CC=CC=2)=CC=1. The product is [C:33]([NH:32][C:30]([C:8]1[C:6]2=[N:7][C:2]([C:41]3[CH:42]=[CH:43][CH:44]=[C:45]4[C:40]=3[CH:39]=[N:38][CH:50]=[CH:49]4)=[CH:3][N:4]=[C:5]2[NH:10][CH:9]=1)=[O:31])([CH3:35])([CH3:34])[CH3:36]. The yield is 0.700.